This data is from Full USPTO retrosynthesis dataset with 1.9M reactions from patents (1976-2016). The task is: Predict the reactants needed to synthesize the given product. (1) Given the product [C:1]([O:5][C:6]([N:8]1[CH2:9][CH2:10][C:11]([C:15]2[S:16][CH:17]=[C:18]([CH2:20][OH:21])[N:19]=2)([CH3:14])[CH2:12][CH2:13]1)=[O:7])([CH3:2])([CH3:3])[CH3:4], predict the reactants needed to synthesize it. The reactants are: [C:1]([O:5][C:6]([N:8]1[CH2:13][CH2:12][C:11]([C:15]2[S:16][CH:17]=[C:18]([C:20](OCC)=[O:21])[N:19]=2)([CH3:14])[CH2:10][CH2:9]1)=[O:7])([CH3:4])([CH3:3])[CH3:2]. (2) Given the product [Cl:1][C:2]1[CH:7]=[C:6]([Cl:8])[CH:5]=[CH:4][C:3]=1[N:9]1[CH2:14][CH2:13][CH2:12][C:11]2=[C:15]([CH2:19][CH3:20])[N:16]([CH3:18])[N:17]=[C:10]12, predict the reactants needed to synthesize it. The reactants are: [Cl:1][C:2]1[CH:7]=[C:6]([Cl:8])[CH:5]=[CH:4][C:3]=1[N:9]1[CH2:14][CH2:13][CH2:12][C:11]2=[C:15]([CH:19]=[CH2:20])[N:16]([CH3:18])[N:17]=[C:10]12.N(C([O-])=O)=NC([O-])=O.[K+].[K+].C(O)(=O)C. (3) The reactants are: [NH:1]([CH2:5][C:6]1[CH:14]=[CH:13][CH:12]=[C:8]([C:9]([OH:11])=O)[C:7]=1[C:15]([OH:17])=O)[C:2]([NH2:4])=[O:3].Cl.[NH2:19][CH:20]1[CH2:26][CH2:25][C:24](=[O:27])[NH:23][C:21]1=[O:22]. Given the product [O:22]=[C:21]1[CH:20]([N:19]2[C:15](=[O:17])[C:7]3[C:8](=[CH:12][CH:13]=[CH:14][C:6]=3[CH2:5][NH:1][C:2]([NH2:4])=[O:3])[C:9]2=[O:11])[CH2:26][CH2:25][C:24](=[O:27])[NH:23]1, predict the reactants needed to synthesize it. (4) Given the product [CH2:1]([N:8]([CH2:9][C:10]1[NH:11][C:12](=[O:20])[C:13]2[CH2:19][O:18][CH2:17][CH2:16][C:14]=2[N:15]=1)[C:35](=[O:36])[CH2:34][N:31]1[CH2:32][CH2:33][CH:28]([C:26](=[O:27])[C:25]2[CH:24]=[CH:23][C:22]([F:21])=[CH:39][CH:38]=2)[CH2:29][CH2:30]1)[C:2]1[CH:3]=[CH:4][CH:5]=[CH:6][CH:7]=1, predict the reactants needed to synthesize it. The reactants are: [CH2:1]([NH:8][CH2:9][C:10]1[NH:11][C:12](=[O:20])[C:13]2[CH2:19][O:18][CH2:17][CH2:16][C:14]=2[N:15]=1)[C:2]1[CH:7]=[CH:6][CH:5]=[CH:4][CH:3]=1.[F:21][C:22]1[CH:39]=[CH:38][C:25]([C:26]([CH:28]2[CH2:33][CH2:32][N:31]([CH2:34][C:35](O)=[O:36])[CH2:30][CH2:29]2)=[O:27])=[CH:24][CH:23]=1. (5) Given the product [F:1][C:2]([F:15])([CH:8]1[CH2:13][CH2:12][CH:11]([CH3:14])[CH2:10][CH2:9]1)[C:3]([OH:5])=[O:4], predict the reactants needed to synthesize it. The reactants are: [F:1][C:2]([F:15])([CH:8]1[CH2:13][CH2:12][CH:11]([CH3:14])[CH2:10][CH2:9]1)[C:3]([O:5]CC)=[O:4].O1CCCC1.CO.O.[OH-].[Li+]. (6) Given the product [CH3:25][O:13][C:10]1[CH:8]=[CH:3][CH:4]=[CH:5][C:6]=1[NH:9][C:16](=[O:23])[C:17]1[CH:22]=[CH:21][CH:20]=[CH:19][CH:18]=1, predict the reactants needed to synthesize it. The reactants are: CO[C:3]1[CH:8]=C[C:6]([NH2:9])=[CH:5][CH:4]=1.[C:10](=[O:13])([O-])[O-].[K+].[K+].[C:16](Cl)(=[O:23])[C:17]1[CH:22]=[CH:21][CH:20]=[CH:19][CH:18]=1.[CH3:25]CCCCC. (7) Given the product [CH:1]1([S:6]([C:9]2[N:14]=[CH:13][C:12]([CH:15]([O:22][CH:23]3[CH2:28][CH2:27][O:26][CH2:25][CH2:24]3)[C:16]([O:18][CH3:19])=[O:17])=[CH:11][CH:10]=2)(=[O:8])=[O:7])[CH2:5][CH2:4][CH2:3][CH2:2]1, predict the reactants needed to synthesize it. The reactants are: [CH:1]1([S:6]([C:9]2[N:14]=[CH:13][C:12]([C:15](=[N+]=[N-])[C:16]([O:18][CH3:19])=[O:17])=[CH:11][CH:10]=2)(=[O:8])=[O:7])[CH2:5][CH2:4][CH2:3][CH2:2]1.[OH:22][CH:23]1[CH2:28][CH2:27][O:26][CH2:25][CH2:24]1. (8) Given the product [CH3:11][O:12][C:13]1[CH:14]=[CH:15][C:16]([N+:20]([O-:22])=[O:21])=[C:17]([CH:19]=1)[NH:18][CH3:1], predict the reactants needed to synthesize it. The reactants are: [CH:1](O)=O.C(OC(=O)C)(=O)C.[CH3:11][O:12][C:13]1[CH:14]=[CH:15][C:16]([N+:20]([O-:22])=[O:21])=[C:17]([CH:19]=1)[NH2:18].